From a dataset of Reaction yield outcomes from USPTO patents with 853,638 reactions. Predict the reaction yield, written as a fraction of the theoretical maximum amount of product (1.0 means a 100% yield; for example, 0.34 means a 34% yield). (1) The reactants are [CH3:1][O:2][C:3]1[CH:4]=[C:5](B(O)O)[CH:6]=[CH:7][CH:8]=1.Br[C:13]1[CH:14]=[CH:15][C:16]([F:22])=[C:17]([N+:19]([O-:21])=[O:20])[CH:18]=1.C(=O)([O-])[O-].[Na+].[Na+]. The catalyst is C1(C)C=CC=CC=1.O.C1C=CC([P]([Pd]([P](C2C=CC=CC=2)(C2C=CC=CC=2)C2C=CC=CC=2)([P](C2C=CC=CC=2)(C2C=CC=CC=2)C2C=CC=CC=2)[P](C2C=CC=CC=2)(C2C=CC=CC=2)C2C=CC=CC=2)(C2C=CC=CC=2)C2C=CC=CC=2)=CC=1. The product is [F:22][C:16]1[CH:15]=[CH:14][C:13]([C:5]2[CH:6]=[CH:7][CH:8]=[C:3]([O:2][CH3:1])[CH:4]=2)=[CH:18][C:17]=1[N+:19]([O-:21])=[O:20]. The yield is 0.770. (2) The reactants are [C:1]([C:5]1[N:10]=[C:9]([NH:11][C:12]2[CH:17]=[C:16]([Cl:18])[N:15]=[N:14][C:13]=2[C:19]([O:21]C)=O)[CH:8]=[CH:7][CH:6]=1)([CH3:4])([CH3:3])[CH3:2].CO.[NH3:25]. No catalyst specified. The product is [C:1]([C:5]1[N:10]=[C:9]([NH:11][C:12]2[CH:17]=[C:16]([Cl:18])[N:15]=[N:14][C:13]=2[C:19]([NH2:25])=[O:21])[CH:8]=[CH:7][CH:6]=1)([CH3:2])([CH3:3])[CH3:4]. The yield is 0.920.